Dataset: Reaction yield outcomes from USPTO patents with 853,638 reactions. Task: Predict the reaction yield, written as a fraction of the theoretical maximum amount of product (1.0 means a 100% yield; for example, 0.34 means a 34% yield). (1) The reactants are [Na+].[P:2]([O:6][CH2:7][C@H:8]1[O:12][C@@H:11]([N:13]2[C:22]3[N:21]=[CH:20][N:19]=[C:17]([NH2:18])[C:16]=3[N:15]=[CH:14]2)[C@H:10]([OH:23])[C@@H:9]1[OH:24])([O-:5])([O-:4])=[O:3].[Na+].[NH+]1C=CC=C[CH:27]=1.C(N(CCCC)CCCC)CCC.IC. The catalyst is O.CO. The product is [P:2]([O:6][CH2:7][C@H:8]1[O:12][C@@H:11]([N:13]2[C:22]3[N:21]=[CH:20][N:19]([CH3:27])[C:17](=[NH:18])[C:16]=3[N:15]=[CH:14]2)[C@H:10]([OH:23])[C@@H:9]1[OH:24])([OH:5])([OH:4])=[O:3]. The yield is 0.230. (2) The reactants are [CH:1]([C:4]1[C:8]([CH2:9][CH2:10][C:11](OCC)=O)=[CH:7][N:6]([C:16]2[C:21]([C:22]([F:25])([F:24])[F:23])=[CH:20][CH:19]=[CH:18][N:17]=2)[N:5]=1)([CH3:3])[CH3:2].[H-].C([Al+]CC(C)C)C(C)C.Cl.[O:37]1CCCC1. The catalyst is CCCCCC. The product is [CH:1]([C:4]1[C:8]([CH:9]([OH:37])[CH2:10][CH3:11])=[CH:7][N:6]([C:16]2[C:21]([C:22]([F:25])([F:24])[F:23])=[CH:20][CH:19]=[CH:18][N:17]=2)[N:5]=1)([CH3:3])[CH3:2]. The yield is 0.830. (3) The reactants are [Br:1][C:2]1[CH:3]=[C:4]2[C:8](=[CH:9][CH:10]=1)[N:7]([S:11]([C:14]1[CH:20]=[CH:19][C:17]([CH3:18])=[CH:16][CH:15]=1)(=[O:13])=[O:12])[CH:6]=[C:5]2[C:21]([C:23]1[CH:28]=[CH:27][C:26]([C:29]([CH3:33])([CH3:32])[C:30]#[N:31])=[CH:25][CH:24]=1)=[O:22].[BH4-].[Na+]. The catalyst is CO. The product is [Br:1][C:2]1[CH:3]=[C:4]2[C:8](=[CH:9][CH:10]=1)[N:7]([S:11]([C:14]1[CH:15]=[CH:16][C:17]([CH3:18])=[CH:19][CH:20]=1)(=[O:13])=[O:12])[CH:6]=[C:5]2[CH:21]([OH:22])[C:23]1[CH:28]=[CH:27][C:26]([C:29]([CH3:32])([CH3:33])[C:30]#[N:31])=[CH:25][CH:24]=1. The yield is 0.960.